Task: Predict the reaction yield, written as a fraction of the theoretical maximum amount of product (1.0 means a 100% yield; for example, 0.34 means a 34% yield).. Dataset: Reaction yield outcomes from USPTO patents with 853,638 reactions (1) The reactants are [Br-:1].[K+].BrBr.[C:5]([O:8][C:9]1[C:16]([O:17][CH3:18])=[CH:15][CH:14]=[CH:13][C:10]=1[CH:11]=[O:12])(=[O:7])[CH3:6]. The catalyst is O. The product is [C:5]([O:8][C:9]1[C:16]([O:17][CH3:18])=[CH:15][CH:14]=[C:13]([Br:1])[C:10]=1[CH:11]=[O:12])(=[O:7])[CH3:6]. The yield is 0.790. (2) The reactants are Br[CH2:2][C:3]([C:5]1[CH:6]=[CH:7][C:8]2[C:17]3[CH:16]=[C:15]4[CH2:18][CH2:19][CH2:20][C:21](=[O:22])[C:14]4=[CH:13][C:12]=3[O:11][CH2:10][C:9]=2[CH:23]=1)=[O:4].[C:24]([O:28][C:29]([N:31]1[CH2:35][C@@H:34]([CH2:36][O:37][CH3:38])[CH2:33][C@H:32]1[C:39]([OH:41])=[O:40])=[O:30])([CH3:27])([CH3:26])[CH3:25].C([O-])([O-])=O.[Cs+].[Cs+]. The catalyst is C(Cl)Cl. The product is [CH3:38][O:37][CH2:36][C@@H:34]1[CH2:35][N:31]([C:29]([O:28][C:24]([CH3:27])([CH3:25])[CH3:26])=[O:30])[CH:32]([C:39]([O:41][CH2:2][C:3](=[O:4])[C:5]2[CH:6]=[CH:7][C:8]3[C:17]4[CH:16]=[C:15]5[CH2:18][CH2:19][CH2:20][C:21](=[O:22])[C:14]5=[CH:13][C:12]=4[O:11][CH2:10][C:9]=3[CH:23]=2)=[O:40])[CH2:33]1. The yield is 0.700. (3) The reactants are [Cl:1][C:2]1[CH:3]=[C:4]([CH:15]=[CH:16][C:17]=1[Cl:18])[O:5][C:6]1[N:10]([CH3:11])[N:9]=[C:8]([CH3:12])[C:7]=1[CH:13]=[O:14].CC(=CC)C.Cl([O-])=[O:25].[Na+].P([O-])(O)(O)=O.[Na+]. The catalyst is O.C(OCC)(=O)C.C(O)CCC. The product is [Cl:1][C:2]1[CH:3]=[C:4]([CH:15]=[CH:16][C:17]=1[Cl:18])[O:5][C:6]1[N:10]([CH3:11])[N:9]=[C:8]([CH3:12])[C:7]=1[C:13]([OH:25])=[O:14]. The yield is 0.655. (4) The reactants are [Cl:1][CH2:2][C:3]([O:5][C@@H:6]1[C@@H:19]([O:20][C:21](=[O:26])[C:22]([CH3:25])([CH3:24])[CH3:23])[C@@H:18](O)[C@@H:17]([CH2:28][O:29][C:30](=[O:35])[C:31]([CH3:34])([CH3:33])[CH3:32])[O:16][C@H:7]1[O:8][CH2:9][C:10]1[CH:15]=[CH:14][CH:13]=[CH:12][CH:11]=1)=[O:4].CCN(S(F)(F)[F:42])CC. The catalyst is ClCCl. The product is [Cl:1][CH2:2][C:3]([O:5][C@@H:6]1[C@@H:19]([O:20][C:21](=[O:26])[C:22]([CH3:25])([CH3:24])[CH3:23])[C@H:18]([F:42])[C@@H:17]([CH2:28][O:29][C:30](=[O:35])[C:31]([CH3:34])([CH3:33])[CH3:32])[O:16][C@H:7]1[O:8][CH2:9][C:10]1[CH:15]=[CH:14][CH:13]=[CH:12][CH:11]=1)=[O:4]. The yield is 0.700. (5) The reactants are [C:1]([O:5][C:6](=[O:21])[NH:7][C:8]1[CH:13]=[CH:12][C:11]([CH:14]2[CH2:19][NH:18][C:17](=[O:20])[NH:16][CH2:15]2)=[CH:10][CH:9]=1)([CH3:4])([CH3:3])[CH3:2].C1C(=O)N([Br:29])C(=O)C1. The catalyst is CC#N. The product is [C:1]([O:5][C:6](=[O:21])[NH:7][C:8]1[CH:9]=[CH:10][C:11]([CH:14]2[CH2:19][NH:18][C:17](=[O:20])[NH:16][CH2:15]2)=[CH:12][C:13]=1[Br:29])([CH3:4])([CH3:2])[CH3:3]. The yield is 0.320. (6) The reactants are [Br:1][C:2]1[CH:3]=[C:4]2[C:9](=[CH:10][CH:11]=1)[N:8]=[CH:7][N:6]=[C:5]2Cl.[I-:13].[Na+].C(#N)CC. The yield is 1.00. The product is [Br:1][C:2]1[CH:3]=[C:4]2[C:9](=[CH:10][CH:11]=1)[N:8]=[CH:7][N:6]=[C:5]2[I:13]. No catalyst specified. (7) The reactants are [C:1]([N:9]=[C:10]=[S:11])(=[O:8])[C:2]1[CH:7]=[CH:6][CH:5]=[CH:4][CH:3]=1.[Br:12][C:13]1[CH:14]=[CH:15][C:16]([F:37])=[C:17]([C:19]23[CH2:26][N:25]([C:27]([O:29][CH2:30][C:31]4[CH:36]=[CH:35][CH:34]=[CH:33][CH:32]=4)=[O:28])[CH2:24][CH:23]2[CH2:22][O:21][NH:20]3)[CH:18]=1. The catalyst is O1CCCC1. The product is [C:1]([NH:9][C:10]([N:20]1[C:19]2([C:17]3[CH:18]=[C:13]([Br:12])[CH:14]=[CH:15][C:16]=3[F:37])[CH2:26][N:25]([C:27]([O:29][CH2:30][C:31]3[CH:32]=[CH:33][CH:34]=[CH:35][CH:36]=3)=[O:28])[CH2:24][CH:23]2[CH2:22][O:21]1)=[S:11])(=[O:8])[C:2]1[CH:7]=[CH:6][CH:5]=[CH:4][CH:3]=1. The yield is 0.730.